Predict which catalyst facilitates the given reaction. From a dataset of Catalyst prediction with 721,799 reactions and 888 catalyst types from USPTO. (1) Reactant: [C:1]1([S:7]([C:10]2[CH:11]=[C:12]3[C:16](=[CH:17][CH:18]=2)[N:15]([CH:19]2[CH2:23][CH2:22][NH:21][CH2:20]2)[CH2:14][CH2:13]3)(=[O:9])=[O:8])[CH:6]=[CH:5][CH:4]=[CH:3][CH:2]=1.[ClH:24]. Product: [ClH:24].[C:1]1([S:7]([C:10]2[CH:11]=[C:12]3[C:16](=[CH:17][CH:18]=2)[N:15]([CH:19]2[CH2:23][CH2:22][NH:21][CH2:20]2)[CH2:14][CH2:13]3)(=[O:9])=[O:8])[CH:2]=[CH:3][CH:4]=[CH:5][CH:6]=1. The catalyst class is: 27. (2) Reactant: [O:1]1[C:5]2[CH:6]=[CH:7][CH:8]=[CH:9][C:4]=2[CH:3]=[C:2]1[CH2:10][O:11][CH2:12][C:13]1[O:17][N:16]=[C:15]([C:18]([O:20]CC)=[O:19])[CH:14]=1.[OH-].[Na+]. Product: [O:1]1[C:5]2[CH:6]=[CH:7][CH:8]=[CH:9][C:4]=2[CH:3]=[C:2]1[CH2:10][O:11][CH2:12][C:13]1[O:17][N:16]=[C:15]([C:18]([OH:20])=[O:19])[CH:14]=1. The catalyst class is: 8. (3) Reactant: [Cl:1][C:2]1[C:3]([C:9]2[CH:14]=[CH:13][CH:12]=[C:11]([N:15]([CH2:23][CH:24]3[CH2:29][CH2:28][O:27][C:26]([CH3:31])([CH3:30])[CH2:25]3)C(=O)OC(C)(C)C)[N:10]=2)=[CH:4][C:5]([F:8])=[N:6][CH:7]=1.Cl.O1CCOCC1. Product: [Cl:1][C:2]1[C:3]([C:9]2[CH:14]=[CH:13][CH:12]=[C:11]([NH:15][CH2:23][CH:24]3[CH2:29][CH2:28][O:27][C:26]([CH3:31])([CH3:30])[CH2:25]3)[N:10]=2)=[CH:4][C:5]([F:8])=[N:6][CH:7]=1. The catalyst class is: 5. (4) Reactant: [CH3:1][O:2][C:3]1[CH:12]=[CH:11][C:6]2[N:7]=[C:8]([NH2:10])[S:9][C:5]=2[CH:4]=1.Br[CH2:14][C:15]([C:17]1[CH:22]=[CH:21][C:20]([N+:23]([O-])=O)=[CH:19][CH:18]=1)=O.Cl[Sn]Cl. Product: [CH3:1][O:2][C:3]1[CH:12]=[CH:11][C:6]2[N:7]3[CH:14]=[C:15]([C:17]4[CH:22]=[CH:21][C:20]([NH2:23])=[CH:19][CH:18]=4)[N:10]=[C:8]3[S:9][C:5]=2[CH:4]=1. The catalyst class is: 14. (5) Reactant: [C:1]([N:4]1[C:13]2[C:8](=[CH:9][C:10]([C:14]3[CH:22]=[CH:21][C:17]([C:18]([OH:20])=[O:19])=[CH:16][CH:15]=3)=[CH:11][CH:12]=2)[C@H:7]([NH:23][C:24]2[CH:29]=[CH:28][C:27]([Cl:30])=[CH:26][CH:25]=2)[CH2:6][C@@H:5]1[CH3:31])(=[O:3])[CH3:2].C1CCC(N=C=NC2CCCCC2)CC1.[CH3:47][N:48]([CH3:52])[CH2:49][CH2:50]O. Product: [ClH:30].[C:1]([N:4]1[C:13]2[C:8](=[CH:9][C:10]([C:14]3[CH:22]=[CH:21][C:17]([C:18]([O:20][CH2:50][CH2:49][N:48]([CH3:52])[CH3:47])=[O:19])=[CH:16][CH:15]=3)=[CH:11][CH:12]=2)[C@H:7]([NH:23][C:24]2[CH:25]=[CH:26][C:27]([Cl:30])=[CH:28][CH:29]=2)[CH2:6][C@@H:5]1[CH3:31])(=[O:3])[CH3:2]. The catalyst class is: 64. (6) Reactant: C(N(CC)CC)C.C(O[C@@H:12]1[C@H:18]2[C@H:19]3[C@H:28]([CH2:29][CH2:30][C@:15]2([CH2:16][CH3:17])[C:14](=[O:34])[CH2:13]1)[C@@H:27]1[C:22]([CH:23]=[C:24]([O:31][CH2:32][CH3:33])[CH2:25][CH2:26]1)=[CH:21][CH2:20]3)(=O)C.O. Product: [CH2:32]([O:31][C:24]1[CH2:25][CH2:26][C@H:27]2[C:22](=[CH:21][CH2:20][C@@H:19]3[C@@H:28]2[CH2:29][CH2:30][C@@:15]2([CH2:16][CH3:17])[C@H:18]3[CH:12]=[CH:13][C:14]2=[O:34])[CH:23]=1)[CH3:33]. The catalyst class is: 3.